Dataset: Reaction yield outcomes from USPTO patents with 853,638 reactions. Task: Predict the reaction yield, written as a fraction of the theoretical maximum amount of product (1.0 means a 100% yield; for example, 0.34 means a 34% yield). The reactants are [Br:1][C:2]1[CH:9]=[CH:8][C:5]([CH:6]=O)=[CH:4][CH:3]=1.[F:10][C:11]([F:21])([F:20])[C:12]1[CH:19]=[CH:18][C:15]([CH2:16][NH2:17])=[CH:14][CH:13]=1.O.[BH4-].[Na+].[Cl-:25].[Na+].O. The catalyst is C1(C)C=CC=CC=1. The product is [ClH:25].[Br:1][C:2]1[CH:9]=[CH:8][C:5]([CH2:6][NH:17][CH2:16][C:15]2[CH:14]=[CH:13][C:12]([C:11]([F:10])([F:20])[F:21])=[CH:19][CH:18]=2)=[CH:4][CH:3]=1. The yield is 0.890.